This data is from Reaction yield outcomes from USPTO patents with 853,638 reactions. The task is: Predict the reaction yield, written as a fraction of the theoretical maximum amount of product (1.0 means a 100% yield; for example, 0.34 means a 34% yield). (1) The reactants are Br[C:2]1[CH:7]=[CH:6][C:5]([CH3:8])=[CH:4][N:3]=1.[C:9]1(B(O)O)[CH:14]=[CH:13][CH:12]=[CH:11][CH:10]=1.O.[O-]P([O-])([O-])=O.[K+].[K+].[K+].C1(C)C=CC=CC=1. The catalyst is C1C=CC(/C=C/C(/C=C/C2C=CC=CC=2)=O)=CC=1.C1C=CC(/C=C/C(/C=C/C2C=CC=CC=2)=O)=CC=1.C1C=CC(/C=C/C(/C=C/C2C=CC=CC=2)=O)=CC=1.[Pd].[Pd].C1(P(C2CCCCC2)C2C=CC=CC=2C2C(OC)=CC=CC=2OC)CCCCC1.O. The product is [CH3:8][C:5]1[CH:6]=[CH:7][C:2]([C:9]2[CH:14]=[CH:13][CH:12]=[CH:11][CH:10]=2)=[N:3][CH:4]=1. The yield is 0.880. (2) The reactants are C[O:2][C:3]([C:5]1([CH2:10][CH2:11][O:12][CH3:13])[CH2:9][CH2:8][CH2:7][CH2:6]1)=[O:4].[OH-].[Na+].CCOCC.CCCCCC.II. The catalyst is C1COCC1.CO. The product is [CH3:13][O:12][CH2:11][CH2:10][C:5]1([C:3]([OH:4])=[O:2])[CH2:6][CH2:7][CH2:8][CH2:9]1. The yield is 0.820. (3) The reactants are O=[C:2]([C:6]1[CH:7]=[N:8][CH:9]=[CH:10][CH:11]=1)[CH2:3][C:4]#[N:5].[CH3:12][NH:13][NH2:14]. The catalyst is C(O)C. The product is [CH3:12][N:13]1[C:2]([C:6]2[CH:7]=[N:8][CH:9]=[CH:10][CH:11]=2)=[CH:3][C:4]([NH2:5])=[N:14]1. The yield is 0.0614. (4) The reactants are [C:1]([NH:8][C:9]1([C:12]([OH:14])=O)[CH2:11][CH2:10]1)([O:3][C:4]([CH3:7])([CH3:6])[CH3:5])=[O:2].C(N1C=CN=C1)(N1C=CN=C1)=O.[OH:27][CH:28]([CH3:34])[CH2:29][C:30]([NH:32]O)=[NH:31]. The catalyst is CN(C=O)C.O. The product is [C:4]([O:3][C:1](=[O:2])[NH:8][C:9]1([C:12]2[O:14][N:32]=[C:30]([CH2:29][CH:28]([OH:27])[CH3:34])[N:31]=2)[CH2:10][CH2:11]1)([CH3:5])([CH3:6])[CH3:7]. The yield is 0.340. (5) The reactants are [F:1][C:2]1[CH:7]=[CH:6][C:5]([CH:8]2[C:13]3=[N:14][NH:15][C:16](=[O:21])[C:17]4[CH:18]=[CH:19][CH:20]=[C:11]([C:12]=43)[NH:10][CH:9]2[C:22]2[CH:29]=[CH:28][C:25]([CH:26]=O)=[CH:24][CH:23]=2)=[CH:4][CH:3]=1.[CH3:30][CH:31]1[CH2:36][NH:35][CH2:34][CH2:33][N:32]1[C:37]([O:39][C:40]([CH3:43])([CH3:42])[CH3:41])=[O:38].[BH3-]C#N.[Na+]. The catalyst is C(Cl)Cl. The product is [F:1][C:2]1[CH:3]=[CH:4][C:5]([CH:8]2[C:13]3=[N:14][NH:15][C:16](=[O:21])[C:17]4[CH:18]=[CH:19][CH:20]=[C:11]([C:12]=43)[NH:10][CH:9]2[C:22]2[CH:23]=[CH:24][C:25]([CH2:26][N:35]3[CH2:34][CH2:33][N:32]([C:37]([O:39][C:40]([CH3:42])([CH3:41])[CH3:43])=[O:38])[CH:31]([CH3:30])[CH2:36]3)=[CH:28][CH:29]=2)=[CH:6][CH:7]=1. The yield is 0.240. (6) The reactants are [CH3:1][NH:2][N:3]=[CH:4][C:5](=[O:7])[CH3:6].[CH3:8][C:9]1[CH:10]=[C:11]([C:16](=O)[CH:17]=[O:18])[CH:12]=[C:13]([CH3:15])[CH:14]=1.CCCCCC.C(OCC)(=O)C. The catalyst is C(O)(=O)C. The product is [CH3:8][C:9]1[CH:10]=[C:11]([C:16]2[N:2]([CH3:1])[N:3]=[C:4]([C:5](=[O:7])[CH3:6])[C:17]=2[OH:18])[CH:12]=[C:13]([CH3:15])[CH:14]=1. The yield is 0.0500.